This data is from Full USPTO retrosynthesis dataset with 1.9M reactions from patents (1976-2016). The task is: Predict the reactants needed to synthesize the given product. Given the product [C:1]12([C:11]3[CH:12]=[C:13]([C:19]4[CH:20]=[C:21]5[C:26](=[CH:27][CH:28]=4)[CH:25]=[C:24]([C:30]#[N:31])[CH:23]=[CH:22]5)[CH:14]=[CH:15][C:16]=3[O:17][CH3:18])[CH2:10][CH:5]3[CH2:6][CH:7]([CH2:9][CH:3]([CH2:4]3)[CH2:2]1)[CH2:8]2, predict the reactants needed to synthesize it. The reactants are: [C:1]12([C:11]3[CH:12]=[C:13]([C:19]4[CH:20]=[C:21]5[C:26](=[CH:27][CH:28]=4)[CH:25]=[C:24](Br)[CH:23]=[CH:22]5)[CH:14]=[CH:15][C:16]=3[O:17][CH3:18])[CH2:10][CH:5]3[CH2:6][CH:7]([CH2:9][CH:3]([CH2:4]3)[CH2:2]1)[CH2:8]2.[C:30]([Cu])#[N:31].N.